From a dataset of Forward reaction prediction with 1.9M reactions from USPTO patents (1976-2016). Predict the product of the given reaction. (1) Given the reactants C([C:4]1[C:13](=[O:14])[C:12]2[C:7](=[C:8]([CH2:21][CH:22]([CH3:24])[CH3:23])[C:9]([O:19][CH3:20])=[C:10]([O:17][CH3:18])[C:11]=2[O:15][CH3:16])[O:6][C:5]=1[CH3:25])(=O)C.C(=O)([O-])[O-].[Na+].[Na+], predict the reaction product. The product is: [CH2:21]([C:8]1[C:9]([O:19][CH3:20])=[C:10]([O:17][CH3:18])[C:11]([O:15][CH3:16])=[C:12]2[C:7]=1[O:6][C:5]([CH3:25])=[CH:4][C:13]2=[O:14])[CH:22]([CH3:23])[CH3:24]. (2) Given the reactants Br[C:2]1[CH:3]=[C:4]([C@@:9]([NH:31][C:32](=[O:44])[C:33]2[CH:38]=[CH:37][C:36]([F:39])=[C:35]([C:40]([F:43])([F:42])[F:41])[CH:34]=2)([C:17]2[CH:22]=[C:21]([O:23][C:24]([F:29])([F:28])[CH:25]([F:27])[F:26])[CH:20]=[C:19]([F:30])[CH:18]=2)[CH2:10][C:11]2[CH:16]=[CH:15][CH:14]=[CH:13][CH:12]=2)[CH:5]=[CH:6][C:7]=1[F:8].[CH:45]1(B(O)O)[CH2:47][CH2:46]1.C1(P(C2CCCCC2)C2CCCCC2)CCCCC1.[O-]P([O-])([O-])=O.[K+].[K+].[K+], predict the reaction product. The product is: [CH:45]1([C:2]2[CH:3]=[C:4]([C@@:9]([NH:31][C:32](=[O:44])[C:33]3[CH:38]=[CH:37][C:36]([F:39])=[C:35]([C:40]([F:42])([F:41])[F:43])[CH:34]=3)([C:17]3[CH:22]=[C:21]([O:23][C:24]([F:28])([F:29])[CH:25]([F:26])[F:27])[CH:20]=[C:19]([F:30])[CH:18]=3)[CH2:10][C:11]3[CH:16]=[CH:15][CH:14]=[CH:13][CH:12]=3)[CH:5]=[CH:6][C:7]=2[F:8])[CH2:47][CH2:46]1. (3) Given the reactants Br[CH2:2][C:3]1[CH:8]=[CH:7][C:6]([C:9]2[CH:13]=[C:12]([C:14]([NH2:16])=[O:15])[O:11][N:10]=2)=[CH:5][CH:4]=1.[F:17][C:18]([F:28])([F:27])[O:19][C:20]1[CH:25]=[CH:24][CH:23]=[CH:22][C:21]=1[OH:26].C([O-])([O-])=O.[K+].[K+], predict the reaction product. The product is: [F:17][C:18]([F:27])([F:28])[O:19][C:20]1[CH:25]=[CH:24][CH:23]=[CH:22][C:21]=1[O:26][CH2:2][C:3]1[CH:8]=[CH:7][C:6]([C:9]2[CH:13]=[C:12]([C:14]([NH2:16])=[O:15])[O:11][N:10]=2)=[CH:5][CH:4]=1. (4) Given the reactants [CH3:1][O:2][C:3](=[O:10])[CH2:4][C:5]([CH:7]1[CH2:9][CH2:8]1)=[O:6].[Cl-].[Mg+2].[Cl-].[CH3:14][O:15][CH2:16][C:17](O[C:17](=[O:18])[CH2:16][O:15][CH3:14])=[O:18], predict the reaction product. The product is: [CH3:1][O:2][C:3](=[O:10])[CH:4]([C:5]([CH:7]1[CH2:9][CH2:8]1)=[O:6])[C:17](=[O:18])[CH2:16][O:15][CH3:14]. (5) Given the reactants [Br:1][C:2]1[CH:3]=[C:4]([C:8]2([C:15]3[CH:16]=[N:17][C:18]([O:21][CH:22]([F:24])[F:23])=[CH:19][CH:20]=3)[NH:13][C:12](=O)[CH2:11][O:10][CH2:9]2)[CH:5]=[CH:6][CH:7]=1.COC1C=CC(P2(SP(C3C=CC(OC)=CC=3)(=S)S2)=[S:34])=CC=1, predict the reaction product. The product is: [Br:1][C:2]1[CH:3]=[C:4]([C:8]2([C:15]3[CH:16]=[N:17][C:18]([O:21][CH:22]([F:24])[F:23])=[CH:19][CH:20]=3)[NH:13][C:12](=[S:34])[CH2:11][O:10][CH2:9]2)[CH:5]=[CH:6][CH:7]=1.